Task: Predict the reactants needed to synthesize the given product.. Dataset: Full USPTO retrosynthesis dataset with 1.9M reactions from patents (1976-2016) (1) Given the product [C:18]([O:17][C:15]([N:12]1[CH2:11][CH2:10][CH:9]([C:3]2[CH:4]=[CH:5][CH:6]=[C:7]([F:8])[C:2]=2[Cl:1])[CH2:14][CH2:13]1)=[O:16])([CH3:21])([CH3:19])[CH3:20], predict the reactants needed to synthesize it. The reactants are: [Cl:1][C:2]1[C:7]([F:8])=[CH:6][CH:5]=[CH:4][C:3]=1[C:9]1[CH2:14][CH2:13][N:12]([C:15]([O:17][C:18]([CH3:21])([CH3:20])[CH3:19])=[O:16])[CH2:11][CH:10]=1. (2) Given the product [Cl:44][C:43]1[CH:42]=[CH:41][C:24]([O:25][C:26]2[CH:27]=[CH:28][C:29]3[N:30]([N:32]=[C:33]([NH:35][C:36]([CH:38]4[CH2:40][CH2:39]4)=[O:37])[N:34]=3)[CH:31]=2)=[CH:23][C:22]=1[NH:21][C:8]([C:6]1[N:5]([CH3:11])[N:4]=[C:3]([CH2:1][CH3:2])[CH:7]=1)=[O:10], predict the reactants needed to synthesize it. The reactants are: [CH2:1]([C:3]1[CH:7]=[C:6]([C:8]([OH:10])=O)[N:5]([CH3:11])[N:4]=1)[CH3:2].O1CCCC1.S(Cl)(Cl)=O.[NH2:21][C:22]1[CH:23]=[C:24]([CH:41]=[CH:42][C:43]=1[Cl:44])[O:25][C:26]1[CH:27]=[CH:28][C:29]2[N:30]([N:32]=[C:33]([NH:35][C:36]([CH:38]3[CH2:40][CH2:39]3)=[O:37])[N:34]=2)[CH:31]=1. (3) The reactants are: S(=O)(=O)(O)O.[Br:6][C:7]1[CH:24]=[CH:23][C:10]([O:11][C:12]2[CH:20]=[CH:19][C:18]([O:21][CH3:22])=[CH:17][C:13]=2[C:14]([OH:16])=O)=[CH:9][CH:8]=1. Given the product [Br:6][C:7]1[CH:8]=[CH:9][C:10]2[O:11][C:12]3[C:13](=[CH:17][C:18]([O:21][CH3:22])=[CH:19][CH:20]=3)[C:14](=[O:16])[C:23]=2[CH:24]=1, predict the reactants needed to synthesize it. (4) The reactants are: [I:1][C:2]1[C:3](=[O:21])[C:4]2[C:9]([O:10][C:11]=1[C:12]1[CH:17]=[CH:16][CH:15]=[CH:14][CH:13]=1)=[C:8]1[NH:18][N:19]=[CH:20][C:7]1=[CH:6][CH:5]=2.[Cl:22][O-].[Na+]. Given the product [Cl:22][C:20]1[C:7]2=[CH:6][CH:5]=[C:4]3[C:9]([O:10][C:11]([C:12]4[CH:17]=[CH:16][CH:15]=[CH:14][CH:13]=4)=[C:2]([I:1])[C:3]3=[O:21])=[C:8]2[NH:18][N:19]=1, predict the reactants needed to synthesize it.